Task: Predict the reactants needed to synthesize the given product.. Dataset: Full USPTO retrosynthesis dataset with 1.9M reactions from patents (1976-2016) Given the product [Cl:1][C:2]1[CH:7]=[CH:6][C:5]2[C:8]3[C:13](=[CH:12][N:11]=[C:10]([NH:16][C:17](=[O:19])[CH3:18])[CH:9]=3)[CH2:14][O:15][C:4]=2[CH:3]=1, predict the reactants needed to synthesize it. The reactants are: [Cl:1][C:2]1[CH:7]=[CH:6][C:5]([C:8]2[C:13]([CH2:14][OH:15])=[CH:12][N:11]=[C:10]([NH:16][C:17](=[O:19])[CH3:18])[CH:9]=2)=[C:4](F)[CH:3]=1.C(=O)([O-])[O-].[K+].[K+].